Dataset: NCI-60 drug combinations with 297,098 pairs across 59 cell lines. Task: Regression. Given two drug SMILES strings and cell line genomic features, predict the synergy score measuring deviation from expected non-interaction effect. (1) Drug 1: CS(=O)(=O)CCNCC1=CC=C(O1)C2=CC3=C(C=C2)N=CN=C3NC4=CC(=C(C=C4)OCC5=CC(=CC=C5)F)Cl. Drug 2: C1CC(C1)(C2=CC=C(C=C2)C3=C(C=C4C(=N3)C=CN5C4=NNC5=O)C6=CC=CC=C6)N. Cell line: UACC62. Synergy scores: CSS=35.1, Synergy_ZIP=-2.67, Synergy_Bliss=1.05, Synergy_Loewe=3.17, Synergy_HSA=4.92. (2) Drug 1: CCC1=C2CN3C(=CC4=C(C3=O)COC(=O)C4(CC)O)C2=NC5=C1C=C(C=C5)O. Drug 2: C1=NC(=NC(=O)N1C2C(C(C(O2)CO)O)O)N. Cell line: NCI-H226. Synergy scores: CSS=16.1, Synergy_ZIP=-9.85, Synergy_Bliss=-7.02, Synergy_Loewe=-3.31, Synergy_HSA=-2.85. (3) Drug 1: CC1=C2C(C(=O)C3(C(CC4C(C3C(C(C2(C)C)(CC1OC(=O)C(C(C5=CC=CC=C5)NC(=O)C6=CC=CC=C6)O)O)OC(=O)C7=CC=CC=C7)(CO4)OC(=O)C)O)C)OC(=O)C. Drug 2: CC=C1C(=O)NC(C(=O)OC2CC(=O)NC(C(=O)NC(CSSCCC=C2)C(=O)N1)C(C)C)C(C)C. Cell line: EKVX. Synergy scores: CSS=14.0, Synergy_ZIP=-5.22, Synergy_Bliss=-3.42, Synergy_Loewe=-2.15, Synergy_HSA=-0.569. (4) Drug 1: CC1=C(C(CCC1)(C)C)C=CC(=CC=CC(=CC(=O)O)C)C. Drug 2: C1CC(C1)(C(=O)O)C(=O)O.[NH2-].[NH2-].[Pt+2]. Cell line: OVCAR-8. Synergy scores: CSS=9.83, Synergy_ZIP=-3.26, Synergy_Bliss=-0.260, Synergy_Loewe=0.525, Synergy_HSA=0.135. (5) Drug 1: CC12CCC(CC1=CCC3C2CCC4(C3CC=C4C5=CN=CC=C5)C)O. Drug 2: CC1=C(C(=CC=C1)Cl)NC(=O)C2=CN=C(S2)NC3=CC(=NC(=N3)C)N4CCN(CC4)CCO. Cell line: HCC-2998. Synergy scores: CSS=9.11, Synergy_ZIP=-1.83, Synergy_Bliss=-4.44, Synergy_Loewe=-7.00, Synergy_HSA=-6.98. (6) Drug 1: CCN(CC)CCNC(=O)C1=C(NC(=C1C)C=C2C3=C(C=CC(=C3)F)NC2=O)C. Drug 2: C1CC(=O)NC(=O)C1N2C(=O)C3=CC=CC=C3C2=O. Cell line: T-47D. Synergy scores: CSS=-8.17, Synergy_ZIP=1.75, Synergy_Bliss=-6.17, Synergy_Loewe=-7.94, Synergy_HSA=-9.24. (7) Drug 1: C1C(C(OC1N2C=C(C(=O)NC2=O)F)CO)O. Drug 2: C(CN)CNCCSP(=O)(O)O. Cell line: MDA-MB-435. Synergy scores: CSS=3.40, Synergy_ZIP=0.597, Synergy_Bliss=1.69, Synergy_Loewe=2.45, Synergy_HSA=0.267. (8) Drug 1: CN1C(=O)N2C=NC(=C2N=N1)C(=O)N. Drug 2: C1CC(=O)NC(=O)C1N2C(=O)C3=CC=CC=C3C2=O. Cell line: U251. Synergy scores: CSS=0.352, Synergy_ZIP=2.02, Synergy_Bliss=5.27, Synergy_Loewe=0.469, Synergy_HSA=1.04. (9) Drug 1: CC1C(C(CC(O1)OC2CC(CC3=C2C(=C4C(=C3O)C(=O)C5=C(C4=O)C(=CC=C5)OC)O)(C(=O)CO)O)N)O.Cl. Drug 2: CCC1(C2=C(COC1=O)C(=O)N3CC4=CC5=C(C=CC(=C5CN(C)C)O)N=C4C3=C2)O.Cl. Cell line: SNB-19. Synergy scores: CSS=50.7, Synergy_ZIP=5.62, Synergy_Bliss=4.67, Synergy_Loewe=-31.8, Synergy_HSA=3.39.